Task: Predict the reaction yield, written as a fraction of the theoretical maximum amount of product (1.0 means a 100% yield; for example, 0.34 means a 34% yield).. Dataset: Reaction yield outcomes from USPTO patents with 853,638 reactions (1) The reactants are [Br:1][C:2]1[N:3]=[C:4](SCC2C=CC(Cl)=CC=2)[C:5](=[O:10])[N:6]([CH2:8][CH3:9])[CH:7]=1.Cl[C:21]1[CH:26]=[CH:25][CH:24]=[C:23]([C:27](OO)=O)[CH:22]=1.[S:31](S([O-])=O)([O-:34])(=O)=[O:32].[Na+].[Na+].[Cl:40]CCl. No catalyst specified. The product is [Br:1][C:2]1[N:3]=[C:4]([S:31]([CH2:27][C:23]2[CH:22]=[CH:21][C:26]([Cl:40])=[CH:25][CH:24]=2)(=[O:34])=[O:32])[C:5](=[O:10])[N:6]([CH2:8][CH3:9])[CH:7]=1. The yield is 0.870. (2) The reactants are [Cl:1][C:2]1[CH:7]=[CH:6][C:5]([S:8]([N:11]2[CH:16]([C:17]3[CH:22]=[CH:21][CH:20]=[CH:19][CH:18]=3)[CH2:15][CH2:14][CH2:13][CH:12]2[CH:23]=[O:24])(=[O:10])=[O:9])=[CH:4][CH:3]=1.[CH3:25][Mg]Br.CCOCC.[Cl-].[NH4+]. The catalyst is C1COCC1. The product is [Cl:1][C:2]1[CH:3]=[CH:4][C:5]([S:8]([N:11]2[CH:16]([C:17]3[CH:18]=[CH:19][CH:20]=[CH:21][CH:22]=3)[CH2:15][CH2:14][CH2:13][CH:12]2[CH:23]([OH:24])[CH3:25])(=[O:9])=[O:10])=[CH:6][CH:7]=1. The yield is 1.00. (3) The reactants are [C:1]([O:5][C:6](=[O:9])[CH2:7][NH2:8])([CH3:4])([CH3:3])[CH3:2].[CH2:10]([C:12]1([CH2:16][CH:17]=O)[CH2:15][O:14][CH2:13]1)[CH3:11]. The catalyst is C(Cl)Cl. The product is [C:1]([O:5][C:6](=[O:9])[CH2:7]/[N:8]=[CH:11]/[CH2:10][C:12]1([CH2:16][CH3:17])[CH2:15][O:14][CH2:13]1)([CH3:4])([CH3:3])[CH3:2]. The yield is 1.00. (4) The reactants are [CH3:1][C:2]([C:5]1[N:9](C)[C:8]2[CH:11]=[C:12](C#N)[CH:13]=[CH:14][C:7]=2[N:6]=1)([CH3:4])[CH3:3].NC1C=CC(C#N)=CC=1NC.CC(C=O)(C)C. The catalyst is CC(O)=O.O.CC([O-])=O.CC([O-])=O.[Cu+2]. The product is [C:2]([C:5]1[NH:9][C:8]2[CH:11]=[CH:12][CH:13]=[CH:14][C:7]=2[N:6]=1)([CH3:4])([CH3:1])[CH3:3]. The yield is 0.850. (5) The reactants are [Br:1][C:2]1[CH:7]=[CH:6][C:5]([C:8](=[O:25])[CH2:9][C:10]([CH2:21][CH2:22][O:23][CH3:24])(C(OCC)=O)[C:11]([O:13][CH2:14][CH3:15])=[O:12])=[CH:4][CH:3]=1.[OH-].[Na+]. The catalyst is CC(C)=O.C(O)C. The product is [Br:1][C:2]1[CH:7]=[CH:6][C:5]([C:8](=[O:25])[CH2:9][CH:10]([CH2:21][CH2:22][O:23][CH3:24])[C:11]([O:13][CH2:14][CH3:15])=[O:12])=[CH:4][CH:3]=1. The yield is 0.860. (6) The reactants are [F:1][C:2]([F:16])([F:15])[CH2:3][O:4][C:5]1[C:10]2[C:11]([OH:14])=[N:12][O:13][C:9]=2[CH:8]=[CH:7][CH:6]=1.O[CH2:18][CH:19]1[CH2:24][CH2:23][N:22]([CH2:25][C:26]2([C:32]([O:34][CH3:35])=[O:33])[CH2:31][CH2:30][O:29][CH2:28][CH2:27]2)[CH2:21][CH2:20]1.C(CP(CCCC)(CCCC)CCCC)#N. The catalyst is C1(C)C=CC=CC=1. The product is [F:16][C:2]([F:1])([F:15])[CH2:3][O:4][C:5]1[C:10]2[C:11]([O:14][CH2:18][CH:19]3[CH2:24][CH2:23][N:22]([CH2:25][C:26]4([C:32]([O:34][CH3:35])=[O:33])[CH2:31][CH2:30][O:29][CH2:28][CH2:27]4)[CH2:21][CH2:20]3)=[N:12][O:13][C:9]=2[CH:8]=[CH:7][CH:6]=1. The yield is 0.510. (7) The reactants are C(NC(C)C)(C)C.[Li].[Cl:9][C:10]1[CH:15]=[CH:14][CH:13]=[CH:12][C:11]=1[NH2:16].[Br:17][C:18]1[C:19]([F:29])=[C:20]([F:28])[C:21](F)=[C:22]([CH:26]=1)[C:23]([OH:25])=[O:24]. The catalyst is C1COCC1. The product is [Br:17][C:18]1[C:19]([F:29])=[C:20]([F:28])[C:21]([NH:16][C:11]2[CH:12]=[CH:13][CH:14]=[CH:15][C:10]=2[Cl:9])=[C:22]([CH:26]=1)[C:23]([OH:25])=[O:24]. The yield is 0.660. (8) The reactants are Cl.[CH2:2]([O:4][C:5]([C:7]1[CH:8]=[N:9][N:10]([C:12]2[N:16](COCCOC)[C:15]3[CH:23]=[C:24]([Cl:37])[C:25]([S:27](=[O:36])(=[O:35])[NH:28][C:29]4[CH:34]=[CH:33][CH:32]=[CH:31][CH:30]=4)=[CH:26][C:14]=3[N:13]=2)[CH:11]=1)=[O:6])[CH3:3]. The catalyst is O1CCOCC1.C(O)C. The product is [CH2:2]([O:4][C:5]([C:7]1[CH:8]=[N:9][N:10]([C:12]2[NH:16][C:15]3[CH:23]=[C:24]([Cl:37])[C:25]([S:27](=[O:36])(=[O:35])[NH:28][C:29]4[CH:34]=[CH:33][CH:32]=[CH:31][CH:30]=4)=[CH:26][C:14]=3[N:13]=2)[CH:11]=1)=[O:6])[CH3:3]. The yield is 0.980. (9) The yield is 0.500. The reactants are C([O:8][C:9](=O)[CH:10]([NH:19][C:20](=[O:38])[CH:21]([CH2:31][CH:32]1[CH2:37][CH2:36][CH2:35][CH2:34][CH2:33]1)[CH2:22][C:23]([N:25]1[CH2:30][CH2:29][O:28][CH2:27][CH2:26]1)=[O:24])[CH2:11][CH2:12][N:13]1[CH2:18][CH2:17][CH2:16][CH2:15][CH2:14]1)C1C=CC=CC=1.[NH3:40].CO. The product is [C:9]([CH:10]([NH:19][C:20](=[O:38])[CH:21]([CH2:31][CH:32]1[CH2:33][CH2:34][CH2:35][CH2:36][CH2:37]1)[CH2:22][C:23]([N:25]1[CH2:30][CH2:29][O:28][CH2:27][CH2:26]1)=[O:24])[CH2:11][CH2:12][N:13]1[CH2:14][CH2:15][CH2:16][CH2:17][CH2:18]1)(=[O:8])[NH2:40]. No catalyst specified.